This data is from Peptide-MHC class I binding affinity with 185,985 pairs from IEDB/IMGT. The task is: Regression. Given a peptide amino acid sequence and an MHC pseudo amino acid sequence, predict their binding affinity value. This is MHC class I binding data. (1) The peptide sequence is ASFVFVIL. The MHC is H-2-Kb with pseudo-sequence H-2-Kb. The binding affinity (normalized) is 0.926. (2) The peptide sequence is FVRTLFQQM. The MHC is HLA-B35:01 with pseudo-sequence HLA-B35:01. The binding affinity (normalized) is 0.474.